This data is from Peptide-MHC class II binding affinity with 134,281 pairs from IEDB. The task is: Regression. Given a peptide amino acid sequence and an MHC pseudo amino acid sequence, predict their binding affinity value. This is MHC class II binding data. (1) The peptide sequence is GELQHVDKIDAAFKI. The MHC is DRB1_1101 with pseudo-sequence DRB1_1101. The binding affinity (normalized) is 0.675. (2) The peptide sequence is AAGTYVAADAAAASS. The MHC is DRB1_1101 with pseudo-sequence DRB1_1101. The binding affinity (normalized) is 0.209.